The task is: Predict the reactants needed to synthesize the given product.. This data is from Full USPTO retrosynthesis dataset with 1.9M reactions from patents (1976-2016). (1) Given the product [Cl:28][C:29]1[CH:34]=[CH:33][C:32]([S:35]([NH:1][CH2:2][CH:3]([OH:20])[CH2:4][N:5]2[C:6]3[CH:19]=[CH:18][CH:17]=[CH:16][C:7]=3[CH2:8][CH2:9][C:10]3[CH:15]=[CH:14][CH:13]=[CH:12][C:11]2=3)(=[O:37])=[O:36])=[CH:31][CH:30]=1, predict the reactants needed to synthesize it. The reactants are: [NH2:1][CH2:2][CH:3]([OH:20])[CH2:4][N:5]1[C:11]2[CH:12]=[CH:13][CH:14]=[CH:15][C:10]=2[CH2:9][CH2:8][C:7]2[CH:16]=[CH:17][CH:18]=[CH:19][C:6]1=2.C(N(CC)CC)C.[Cl:28][C:29]1[CH:34]=[CH:33][C:32]([S:35](Cl)(=[O:37])=[O:36])=[CH:31][CH:30]=1.[Na+].[Cl-]. (2) Given the product [CH3:24][N:22]1[CH:23]=[C:19]([C:16]2[CH:17]=[CH:18][C:13]([O:12][C:8]3[CH:7]=[C:6]([CH2:5][C:4]([OH:33])=[O:3])[CH:11]=[CH:10][CH:9]=3)=[C:14]([CH2:25][S:26][C:27]3[CH:32]=[CH:31][CH:30]=[CH:29][CH:28]=3)[CH:15]=2)[CH:20]=[N:21]1, predict the reactants needed to synthesize it. The reactants are: C([O:3][C:4](=[O:33])[CH2:5][C:6]1[CH:11]=[CH:10][CH:9]=[C:8]([O:12][C:13]2[CH:18]=[CH:17][C:16]([C:19]3[CH:20]=[N:21][N:22]([CH3:24])[CH:23]=3)=[CH:15][C:14]=2[CH2:25][S:26][C:27]2[CH:32]=[CH:31][CH:30]=[CH:29][CH:28]=2)[CH:7]=1)C.[OH-].[Li+]. (3) Given the product [NH2:7][C@H:8]([CH2:9][CH2:10][CH2:11][C:12]1[CH:13]=[CH:14][C:15]([OH:18])=[CH:16][CH:17]=1)[C:23]([NH2:24])=[O:25], predict the reactants needed to synthesize it. The reactants are: C(OC(=O)[NH:7][C@@H:8]([C:23](=[O:25])[NH2:24])[CH2:9][CH2:10][CH2:11][C:12]1[CH:17]=[CH:16][C:15]([O:18]C(C)(C)C)=[CH:14][CH:13]=1)(C)(C)C. (4) Given the product [NH2:12][C:13](=[O:56])[C:14]([CH3:54])([CH3:55])[CH2:15][NH:16][C:17]([C@H:19]([CH:51]([CH3:52])[CH3:53])[CH2:20][C@@H:21]1[O:25][CH2:24][N:23]([C:26]([O:28][CH2:29][O:4][C:3](=[O:5])[C:2]([CH3:8])([CH3:1])[CH2:6][OH:7])=[O:27])[C@H:22]1[CH2:31][C@H:32]([CH2:36][C:37]1[CH:42]=[CH:41][C:40]([O:43][CH3:44])=[C:39]([O:45][CH2:46][CH2:47][CH2:48][O:49][CH3:50])[CH:38]=1)[CH:33]([CH3:34])[CH3:35])=[O:18], predict the reactants needed to synthesize it. The reactants are: [CH3:1][C:2]([CH3:8])([CH2:6][OH:7])[C:3]([O-:5])=[O:4].[Cs+].[I-].[Cs+].[NH2:12][C:13](=[O:56])[C:14]([CH3:55])([CH3:54])[CH2:15][NH:16][C:17]([C@H:19]([CH:51]([CH3:53])[CH3:52])[CH2:20][C@@H:21]1[O:25][CH2:24][N:23]([C:26]([O:28][CH2:29]Cl)=[O:27])[C@H:22]1[CH2:31][C@H:32]([CH2:36][C:37]1[CH:42]=[CH:41][C:40]([O:43][CH3:44])=[C:39]([O:45][CH2:46][CH2:47][CH2:48][O:49][CH3:50])[CH:38]=1)[CH:33]([CH3:35])[CH3:34])=[O:18]. (5) Given the product [CH3:38][O:37][C:34]1[CH:33]=[CH:32][C:31]([CH2:30][N:8]([CH2:7][C:6]2[CH:5]=[CH:4][C:3]([O:2][CH3:1])=[CH:40][CH:39]=2)[C:9]2[N:10]=[CH:11][C:12]([C:15]3[C:16]4[CH2:29][CH2:28][N:27]([C:42]5[CH:49]=[CH:48][C:45]([CH:46]=[O:47])=[CH:44][CH:43]=5)[C:17]=4[N:18]=[C:19]([N:21]4[CH2:26][CH2:25][O:24][CH2:23][CH2:22]4)[N:20]=3)=[CH:13][N:14]=2)=[CH:36][CH:35]=1, predict the reactants needed to synthesize it. The reactants are: [CH3:1][O:2][C:3]1[CH:40]=[CH:39][C:6]([CH2:7][N:8]([CH2:30][C:31]2[CH:36]=[CH:35][C:34]([O:37][CH3:38])=[CH:33][CH:32]=2)[C:9]2[N:14]=[CH:13][C:12]([C:15]3[C:16]4[CH2:29][CH2:28][NH:27][C:17]=4[N:18]=[C:19]([N:21]4[CH2:26][CH2:25][O:24][CH2:23][CH2:22]4)[N:20]=3)=[CH:11][N:10]=2)=[CH:5][CH:4]=1.Br[C:42]1[CH:49]=[CH:48][C:45]([CH:46]=[O:47])=[CH:44][CH:43]=1.COC1C=CC=C(OC)C=1C1C=CC=CC=1P(C1CCCCC1)C1CCCCC1.P([O-])([O-])([O-])=O.[K+].[K+].[K+]. (6) Given the product [NH2:24][C:13]1[N:12]=[C:11]([C:8]2[N:7]=[C:6]([C:2]3[O:1][CH:5]=[CH:4][CH:3]=3)[O:10][N:9]=2)[N:16]=[C:15]([N:17]([C:18]2[CH:23]=[CH:22][CH:21]=[CH:20][CH:19]=2)[CH2:32][CH2:33][OH:34])[N:14]=1, predict the reactants needed to synthesize it. The reactants are: [O:1]1[CH:5]=[CH:4][CH:3]=[C:2]1[C:6]1[O:10][N:9]=[C:8]([C:11]2[N:16]=[C:15]([NH:17][C:18]3[CH:23]=[CH:22][CH:21]=[CH:20][CH:19]=3)[N:14]=[C:13]([NH2:24])[N:12]=2)[N:7]=1.C(=O)([O-])[O-].[K+].[K+].Br[CH2:32][CH2:33][OH:34]. (7) Given the product [F:6][C:7]1[CH:8]=[CH:9][C:10]2[N:11]([C:13]([C:16]3[N:24]=[C:23]4[C:19]([N:20]([CH2:32][O:33][CH2:34][CH2:35][Si:36]([CH3:39])([CH3:38])[CH3:37])[C:21](=[O:31])[N:22]4[C@@H:25]4[CH2:30][CH2:29][CH2:28][N:27]([S:2]([CH3:1])(=[O:4])=[O:3])[CH2:26]4)=[CH:18][N:17]=3)=[CH:14][N:15]=2)[CH:12]=1, predict the reactants needed to synthesize it. The reactants are: [CH3:1][S:2](Cl)(=[O:4])=[O:3].[F:6][C:7]1[CH:8]=[CH:9][C:10]2[N:11]([C:13]([C:16]3[N:24]=[C:23]4[C:19]([N:20]([CH2:32][O:33][CH2:34][CH2:35][Si:36]([CH3:39])([CH3:38])[CH3:37])[C:21](=[O:31])[N:22]4[C@@H:25]4[CH2:30][CH2:29][CH2:28][NH:27][CH2:26]4)=[CH:18][N:17]=3)=[CH:14][N:15]=2)[CH:12]=1. (8) Given the product [CH2:23]([O:22][C:20]([N:16]1[CH2:17][CH2:18][CH2:19][CH:15]1[C:13]1[O:14][C:2]2[C:7]([C:8]([O:10][CH3:11])=[O:9])=[CH:6][CH:5]=[CH:4][C:3]=2[N:12]=1)=[O:21])[C:24]1[CH:29]=[CH:28][CH:27]=[CH:26][CH:25]=1, predict the reactants needed to synthesize it. The reactants are: O[C:2]1[C:7]([C:8]([O:10][CH3:11])=[O:9])=[CH:6][CH:5]=[CH:4][C:3]=1[NH:12][C:13]([CH:15]1[CH2:19][CH2:18][CH2:17][N:16]1[C:20]([O:22][CH2:23][C:24]1[CH:29]=[CH:28][CH:27]=[CH:26][CH:25]=1)=[O:21])=[O:14].O. (9) Given the product [Br:1][C:2]1[CH:7]=[CH:6][C:5]([N:14]2[CH2:13][CH2:12][N:11]([C:17]([O:19][C:20]([CH3:23])([CH3:22])[CH3:21])=[O:18])[CH2:16][CH2:15]2)=[C:4]([O:9][CH3:10])[CH:3]=1, predict the reactants needed to synthesize it. The reactants are: [Br:1][C:2]1[CH:7]=[CH:6][C:5](I)=[C:4]([O:9][CH3:10])[CH:3]=1.[N:11]1([C:17]([O:19][C:20]([CH3:23])([CH3:22])[CH3:21])=[O:18])[CH2:16][CH2:15][NH:14][CH2:13][CH2:12]1.CC(C)([O-])C.[Na+].CC1(C)C2C(=C(P(C3C=CC=CC=3)C3C=CC=CC=3)C=CC=2)OC2C(P(C3C=CC=CC=3)C3C=CC=CC=3)=CC=CC1=2. (10) The reactants are: [C:1]([C@@H:3]1[CH2:7][CH2:6][CH2:5][N:4]1[C:8](=[O:18])[CH2:9][NH:10]C(=O)OC(C)(C)C)#[N:2].C(#N)C.[F:22][C:23]([F:28])([F:27])[C:24]([OH:26])=[O:25]. Given the product [F:22][C:23]([F:28])([F:27])[C:24]([OH:26])=[O:25].[NH2:10][CH2:9][C:8]([N:4]1[CH2:5][CH2:6][CH2:7][C@H:3]1[C:1]#[N:2])=[O:18], predict the reactants needed to synthesize it.